From a dataset of NCI-60 drug combinations with 297,098 pairs across 59 cell lines. Regression. Given two drug SMILES strings and cell line genomic features, predict the synergy score measuring deviation from expected non-interaction effect. Cell line: EKVX. Drug 2: C1CC(=O)NC(=O)C1N2C(=O)C3=CC=CC=C3C2=O. Synergy scores: CSS=8.80, Synergy_ZIP=-1.37, Synergy_Bliss=3.57, Synergy_Loewe=-0.225, Synergy_HSA=2.00. Drug 1: C(CC(=O)O)C(=O)CN.Cl.